This data is from Full USPTO retrosynthesis dataset with 1.9M reactions from patents (1976-2016). The task is: Predict the reactants needed to synthesize the given product. (1) Given the product [CH3:1][N:2]1[CH2:25][CH2:24][C:5]2[N:6](/[CH:14]=[C:15](/[C:18]3[CH:19]=[CH:20][N:21]=[CH:22][CH:23]=3)\[CH3:16])[C:7]3[CH:8]=[CH:9][C:10]([CH3:13])=[CH:11][C:12]=3[C:4]=2[CH2:3]1, predict the reactants needed to synthesize it. The reactants are: [CH3:1][N:2]1[CH2:25][CH2:24][C:5]2[N:6]([CH2:14][C:15]([C:18]3[CH:23]=[CH:22][N:21]=[CH:20][CH:19]=3)(O)[CH3:16])[C:7]3[CH:8]=[CH:9][C:10]([CH3:13])=[CH:11][C:12]=3[C:4]=2[CH2:3]1.CN(C=O)C.S(Cl)(Cl)=O.CO.C(Cl)Cl. (2) Given the product [OH:15][C:16]1[CH:21]=[CH:20][C:19]([C:2]2[CH:3]=[C:4]([C:7]3[S:8][C:9]([C:12]([OH:14])=[O:13])=[CH:10][CH:11]=3)[S:5][CH:6]=2)=[CH:18][CH:17]=1, predict the reactants needed to synthesize it. The reactants are: Br[C:2]1[CH:3]=[C:4]([C:7]2[S:8][C:9]([C:12]([OH:14])=[O:13])=[CH:10][CH:11]=2)[S:5][CH:6]=1.[OH:15][C:16]1[CH:21]=[CH:20][C:19](B(O)O)=[CH:18][CH:17]=1. (3) Given the product [Br:1][C:13]1[S:12][C:11]2[C:10](=[C:7]3[CH2:8][CH2:9][N:4]([CH3:3])[CH2:5][CH2:6]3)[C:19]3[CH:20]=[CH:21][CH:22]=[CH:23][C:18]=3[O:17][CH2:16][C:15]=2[CH:14]=1, predict the reactants needed to synthesize it. The reactants are: [Br:1]Br.[CH3:3][N:4]1[CH2:9][CH2:8][C:7](=[C:10]2[C:19]3[CH:20]=[CH:21][CH:22]=[CH:23][C:18]=3[O:17][CH2:16][C:15]3[CH:14]=[CH:13][S:12][C:11]2=3)[CH2:6][CH2:5]1.C(=O)([O-])O.[Na+]. (4) Given the product [Cl:5][CH2:6][C:7]1([CH3:27])[O:11][N:10]=[C:9]([S:12][CH2:13][C:14]2[C:15]([C:23]([F:26])([F:25])[F:24])=[N:16][N:17]([CH2:21][CH3:22])[C:18]=2[OH:19])[CH2:8]1, predict the reactants needed to synthesize it. The reactants are: B(Br)(Br)Br.[Cl:5][CH2:6][C:7]1([CH3:27])[O:11][N:10]=[C:9]([S:12][CH2:13][C:14]2[C:15]([C:23]([F:26])([F:25])[F:24])=[N:16][N:17]([CH2:21][CH3:22])[C:18]=2[O:19]C)[CH2:8]1.C(Cl)(Cl)Cl. (5) Given the product [NH2:26][C:24]1[CH:25]=[C:2]([Cl:1])[C:3]([O:4][C:5]2[CH:10]=[CH:9][C:8]([OH:11])=[C:7]([S:12]([C:15]3[CH:16]=[CH:17][C:18]([F:21])=[CH:19][CH:20]=3)(=[O:14])=[O:13])[CH:6]=2)=[C:22]([Cl:29])[CH:23]=1, predict the reactants needed to synthesize it. The reactants are: [Cl:1][C:2]1[CH:25]=[C:24]([N+:26]([O-])=O)[CH:23]=[C:22]([Cl:29])[C:3]=1[O:4][C:5]1[CH:10]=[CH:9][C:8]([OH:11])=[C:7]([S:12]([C:15]2[CH:20]=[CH:19][C:18]([F:21])=[CH:17][CH:16]=2)(=[O:14])=[O:13])[CH:6]=1. (6) Given the product [C:45]([C:49]1[CH:65]=[CH:64][C:52]([CH2:53][N:54]([CH2:55][CH2:56][C:57]2[CH:58]=[CH:59][C:60]([F:63])=[CH:61][CH:62]=2)[C:42]([C:40]2[CH:41]=[C:33]([Cl:32])[CH:34]=[C:35]3[C:39]=2[NH:38][CH:37]=[CH:36]3)=[O:44])=[C:51]([Cl:66])[CH:50]=1)([CH3:48])([CH3:46])[CH3:47], predict the reactants needed to synthesize it. The reactants are: CN1CCOCC1.CN(C(ON1N=NC2C=CC=CC1=2)=[N+](C)C)C.F[P-](F)(F)(F)(F)F.[Cl:32][C:33]1[CH:34]=[C:35]2[C:39](=[C:40]([C:42]([OH:44])=O)[CH:41]=1)[NH:38][CH:37]=[CH:36]2.[C:45]([C:49]1[CH:65]=[CH:64][C:52]([CH2:53][NH:54][CH2:55][CH2:56][C:57]2[CH:62]=[CH:61][C:60]([F:63])=[CH:59][CH:58]=2)=[C:51]([Cl:66])[CH:50]=1)([CH3:48])([CH3:47])[CH3:46].